This data is from Full USPTO retrosynthesis dataset with 1.9M reactions from patents (1976-2016). The task is: Predict the reactants needed to synthesize the given product. (1) Given the product [NH:12]1[C:3]2[C:2](=[CH:11][CH:10]=[C:5]([C:6]([O:8][CH3:9])=[O:7])[CH:4]=2)[CH:1]=[CH:15]1, predict the reactants needed to synthesize it. The reactants are: [CH3:1][C:2]1[CH:11]=[CH:10][C:5]([C:6]([O:8][CH3:9])=[O:7])=[CH:4][C:3]=1[N+:12]([O-])=O.[CH3:15]O.[H][H]. (2) The reactants are: [H-].[Na+].O[C:4]12[CH2:13][CH:8]3[CH2:9][CH:10]([CH2:12][CH:6]([CH2:7]3)[C:5]1=[O:14])[CH2:11]2.IC.C1C[O:20][CH2:19]C1. Given the product [CH3:19][O:20][C:10]12[CH2:12][CH:6]3[CH2:7][CH:8]([CH2:13][CH:4]([C:5]3=[O:14])[CH2:11]1)[CH2:9]2, predict the reactants needed to synthesize it. (3) Given the product [F:26][C:2]([F:1])([F:25])[O:3][C:4]1[CH:9]=[CH:8][C:7]([N:10]2[CH:14]=[N:13][C:12]([C:15]3[CH:20]=[CH:19][C:18]([CH2:21][CH2:22][CH2:23][N:31]4[C:27](=[O:37])[C:28]5[C:29](=[CH:33][CH:34]=[CH:35][CH:36]=5)[C:30]4=[O:32])=[CH:17][CH:16]=3)=[N:11]2)=[CH:6][CH:5]=1, predict the reactants needed to synthesize it. The reactants are: [F:1][C:2]([F:26])([F:25])[O:3][C:4]1[CH:9]=[CH:8][C:7]([N:10]2[CH:14]=[N:13][C:12]([C:15]3[CH:20]=[CH:19][C:18]([CH2:21][CH2:22][CH2:23]O)=[CH:17][CH:16]=3)=[N:11]2)=[CH:6][CH:5]=1.[C:27]1(=[O:37])[NH:31][C:30](=[O:32])[C:29]2=[CH:33][CH:34]=[CH:35][CH:36]=[C:28]12.C1(P(C2C=CC=CC=2)C2C=CC=CC=2)C=CC=CC=1.CC(OC(/N=N/C(OC(C)C)=O)=O)C. (4) Given the product [C:1]([O:5][C:6]([C:8]1[CH:9]=[C:10]([S:15]([NH:18][C:37]([NH:36][C:22]2[CH:21]=[C:20]([Cl:19])[CH:35]=[CH:34][C:23]=2[C:24]([O:26][CH2:27][C:28]2[CH:33]=[CH:32][CH:31]=[CH:30][CH:29]=2)=[O:25])=[O:38])(=[O:16])=[O:17])[CH:11]=[CH:12][C:13]=1[OH:14])=[O:7])([CH3:4])([CH3:2])[CH3:3], predict the reactants needed to synthesize it. The reactants are: [C:1]([O:5][C:6]([C:8]1[CH:9]=[C:10]([S:15]([NH2:18])(=[O:17])=[O:16])[CH:11]=[CH:12][C:13]=1[OH:14])=[O:7])([CH3:4])([CH3:3])[CH3:2].[Cl:19][C:20]1[CH:21]=[C:22]([NH:36][C:37](OC2C=CC=CC=2)=[O:38])[C:23](=[CH:34][CH:35]=1)[C:24]([O:26][CH2:27][C:28]1[CH:33]=[CH:32][CH:31]=[CH:30][CH:29]=1)=[O:25].